From a dataset of Catalyst prediction with 721,799 reactions and 888 catalyst types from USPTO. Predict which catalyst facilitates the given reaction. (1) Reactant: [Cl:1][C:2]1[CH:3]=[C:4]2[C:9](=[CH:10][CH:11]=1)[N:8]([C:12]([C@H:14]([NH:26][C:27]([N:29]1[CH2:35][CH2:34][CH2:33][N:32](C(=O)C(F)(F)F)[CH2:31][CH2:30]1)=[O:28])[C@H:15]([C:17]1[C:25]3[C:20](=[CH:21][CH:22]=[CH:23][CH:24]=3)[NH:19][CH:18]=1)[CH3:16])=[O:13])[CH2:7][C@@H:6]([CH2:42][N:43]([CH3:45])[CH3:44])[CH2:5]2.C(=O)([O-])[O-].[K+].[K+].O. Product: [Cl:1][C:2]1[CH:3]=[C:4]2[C:9](=[CH:10][CH:11]=1)[N:8]([C:12]([C@H:14]([NH:26][C:27]([N:29]1[CH2:35][CH2:34][CH2:33][NH:32][CH2:31][CH2:30]1)=[O:28])[C@H:15]([C:17]1[C:25]3[C:20](=[CH:21][CH:22]=[CH:23][CH:24]=3)[NH:19][CH:18]=1)[CH3:16])=[O:13])[CH2:7][C@@H:6]([CH2:42][N:43]([CH3:45])[CH3:44])[CH2:5]2. The catalyst class is: 5. (2) Reactant: Cl.Cl[CH2:3][CH2:4][N:5]([CH2:13][CH2:14]Cl)[CH2:6][C:7]1[CH:12]=[CH:11][CH:10]=[CH:9][CH:8]=1.C1OCCOCCOCCOCCOCCOC1.C([O-])([O-])=O.[K+].[K+].[CH2:40]([O:42][C:43](=[O:56])[CH2:44][S:45]([C:48]1[CH:53]=[CH:52][C:51]([O:54][CH3:55])=[CH:50][CH:49]=1)(=[O:47])=[O:46])[CH3:41]. Product: [CH2:40]([O:42][C:43]([C:44]1([S:45]([C:48]2[CH:49]=[CH:50][C:51]([O:54][CH3:55])=[CH:52][CH:53]=2)(=[O:47])=[O:46])[CH2:14][CH2:13][N:5]([CH2:6][C:7]2[CH:12]=[CH:11][CH:10]=[CH:9][CH:8]=2)[CH2:4][CH2:3]1)=[O:56])[CH3:41]. The catalyst class is: 21. (3) Reactant: [OH-:1].[K+].[NH2:3]O.Cl.[Cl:6][C:7]1[CH:8]=[C:9]([C:14]2[CH:19]=[CH:18][C:17]([CH2:20][NH:21][C:22]([CH:24]([CH2:31][CH:32]([CH3:34])[CH3:33])[CH2:25][C:26](OCC)=[O:27])=[O:23])=[CH:16][CH:15]=2)[CH:10]=[CH:11][C:12]=1[Cl:13]. Product: [Cl:6][C:7]1[CH:8]=[C:9]([C:14]2[CH:19]=[CH:18][C:17]([CH2:20][NH:21][C:22](=[O:23])[CH:24]([CH2:31][CH:32]([CH3:34])[CH3:33])[CH2:25][C:26]([NH:3][OH:1])=[O:27])=[CH:16][CH:15]=2)[CH:10]=[CH:11][C:12]=1[Cl:13]. The catalyst class is: 5. (4) Reactant: [NH2:1][CH2:2][C:3]1[C:4](=[O:11])[NH:5][C:6]([CH3:10])=[CH:7][C:8]=1[CH3:9].[C:12]1([S:18]([N:21]2[C:29]3[C:24](=[CH:25][CH:26]=[CH:27][CH:28]=3)[C:23]([C:30](O)=[O:31])=[CH:22]2)(=[O:20])=[O:19])[CH:17]=[CH:16][CH:15]=[CH:14][CH:13]=1.F[P-](F)(F)(F)(F)F.N1(OC(N(C)C)=[N+](C)C)C2N=CC=CC=2N=N1.C(N(CC)CC)C. Product: [CH3:9][C:8]1[CH:7]=[C:6]([CH3:10])[NH:5][C:4](=[O:11])[C:3]=1[CH2:2][NH:1][C:30]([C:23]1[C:24]2[C:29](=[CH:28][CH:27]=[CH:26][CH:25]=2)[N:21]([S:18]([C:12]2[CH:17]=[CH:16][CH:15]=[CH:14][CH:13]=2)(=[O:19])=[O:20])[CH:22]=1)=[O:31]. The catalyst class is: 4.